Task: Predict which catalyst facilitates the given reaction.. Dataset: Catalyst prediction with 721,799 reactions and 888 catalyst types from USPTO (1) Reactant: [H-].[Na+].[C:3]1([OH:9])[CH:8]=[CH:7][CH:6]=[CH:5][CH:4]=1.Cl[C:11]1[C:16]([N+:17]([O-:19])=[O:18])=[C:15]([NH:20][CH2:21][CH2:22][CH2:23][CH2:24][CH2:25][OH:26])[C:14]([CH3:27])=[C:13]([CH3:28])[N:12]=1.O. Product: [CH3:28][C:13]1[C:14]([CH3:27])=[C:15]([NH:20][CH2:21][CH2:22][CH2:23][CH2:24][CH2:25][OH:26])[C:16]([N+:17]([O-:19])=[O:18])=[C:11]([O:9][C:3]2[CH:8]=[CH:7][CH:6]=[CH:5][CH:4]=2)[N:12]=1. The catalyst class is: 7. (2) Reactant: C([O:8][C:9]1[CH:10]=[C:11]([C@H:15]([OH:26])[CH2:16][CH2:17][NH:18][C:19](=[O:25])[O:20][C:21]([CH3:24])([CH3:23])[CH3:22])[CH:12]=[CH:13][CH:14]=1)C1C=CC=CC=1. Product: [OH:26][C@@H:15]([C:11]1[CH:12]=[CH:13][CH:14]=[C:9]([OH:8])[CH:10]=1)[CH2:16][CH2:17][NH:18][C:19](=[O:25])[O:20][C:21]([CH3:24])([CH3:23])[CH3:22]. The catalyst class is: 50. (3) Reactant: [F:1][C:2]([F:19])([F:18])[C@@H:3]([OH:17])[CH2:4][N:5]1[CH2:10][CH2:9][CH2:8][C@H:7]([C:11]2[CH:16]=[CH:15][CH:14]=[CH:13][CH:12]=2)[CH2:6]1.[Cl:20][C:21]1[CH:26]=[CH:25][C:24]([N:27]=[C:28]=[O:29])=[CH:23][CH:22]=1. Product: [ClH:20].[F:19][C:2]([F:1])([F:18])[C@@H:3]([O:17][C:28](=[O:29])[NH:27][C:24]1[CH:25]=[CH:26][C:21]([Cl:20])=[CH:22][CH:23]=1)[CH2:4][N:5]1[CH2:10][CH2:9][CH2:8][C@H:7]([C:11]2[CH:16]=[CH:15][CH:14]=[CH:13][CH:12]=2)[CH2:6]1. The catalyst class is: 10. (4) Reactant: C12(P(C34CC5CC(CC(C5)C3)C4)CCCC)CC3CC(CC(C3)C1)C2.[Cl:26][C:27]1[N:35]=[C:34]2[C:30]([N:31]([CH2:36][C:37]3[CH:42]=[CH:41][C:40]([C:43]([F:46])([F:45])[F:44])=[CH:39][CH:38]=3)[CH:32]=[N:33]2)=[C:29]([NH:47][C@@H:48]([CH:55]2[CH2:58][CH2:57][CH2:56]2)[CH2:49][CH2:50][C:51]([O:53][CH3:54])=[O:52])[N:28]=1.[CH:59]([C:62]1[CH:67]=[CH:66][N:65]=[C:64](Br)[CH:63]=1)([CH3:61])[CH3:60].[F-].[Cs+].C(O)(=O)C(C)(C)C. Product: [Cl:26][C:27]1[N:35]=[C:34]2[C:30]([N:31]([CH2:36][C:37]3[CH:42]=[CH:41][C:40]([C:43]([F:46])([F:44])[F:45])=[CH:39][CH:38]=3)[C:32]([C:64]3[CH:63]=[C:62]([CH:59]([CH3:61])[CH3:60])[CH:67]=[CH:66][N:65]=3)=[N:33]2)=[C:29]([NH:47][C@@H:48]([CH:55]2[CH2:58][CH2:57][CH2:56]2)[CH2:49][CH2:50][C:51]([O:53][CH3:54])=[O:52])[N:28]=1. The catalyst class is: 584. (5) Reactant: [Cl:1][C:2]1[CH:3]=[C:4]([NH:17][C:18]2[C:19]3[C:26]4[CH:27]=[CH:28][C:29](/[CH:31]=[CH:32]/[C:33]([O:35]C)=[O:34])=[CH:30][C:25]=4[S:24][C:20]=3[N:21]=[CH:22][N:23]=2)[CH:5]=[CH:6][C:7]=1[O:8][CH2:9][C:10]1[CH:15]=[CH:14][CH:13]=[C:12]([F:16])[CH:11]=1.C(O)C.[OH-].[Li+]. Product: [Cl:1][C:2]1[CH:3]=[C:4]([NH:17][C:18]2[C:19]3[C:26]4[CH:27]=[CH:28][C:29](/[CH:31]=[CH:32]/[C:33]([OH:35])=[O:34])=[CH:30][C:25]=4[S:24][C:20]=3[N:21]=[CH:22][N:23]=2)[CH:5]=[CH:6][C:7]=1[O:8][CH2:9][C:10]1[CH:15]=[CH:14][CH:13]=[C:12]([F:16])[CH:11]=1. The catalyst class is: 1.